This data is from Peptide-MHC class II binding affinity with 134,281 pairs from IEDB. The task is: Regression. Given a peptide amino acid sequence and an MHC pseudo amino acid sequence, predict their binding affinity value. This is MHC class II binding data. (1) The peptide sequence is TKTTSDYQDSDVSQ. The MHC is HLA-DQA10101-DQB10501 with pseudo-sequence HLA-DQA10101-DQB10501. The binding affinity (normalized) is 0.434. (2) The peptide sequence is YDKRLANVSTVLTGK. The MHC is DRB1_1001 with pseudo-sequence DRB1_1001. The binding affinity (normalized) is 0.569. (3) The peptide sequence is APAAPANPGLII. The MHC is DRB1_0301 with pseudo-sequence DRB1_0301. The binding affinity (normalized) is 0. (4) The peptide sequence is SKKDKFVAANAGGTV. The MHC is HLA-DPA10301-DPB10402 with pseudo-sequence HLA-DPA10301-DPB10402. The binding affinity (normalized) is 0.